This data is from Peptide-MHC class II binding affinity with 134,281 pairs from IEDB. The task is: Regression. Given a peptide amino acid sequence and an MHC pseudo amino acid sequence, predict their binding affinity value. This is MHC class II binding data. (1) The peptide sequence is EHCSLNENITVPDTK. The MHC is DRB3_0101 with pseudo-sequence DRB3_0101. The binding affinity (normalized) is 0.166. (2) The peptide sequence is AEMETESWIVDRQWA. The MHC is DRB3_0202 with pseudo-sequence DRB3_0202. The binding affinity (normalized) is 0. (3) The peptide sequence is YIVKQSECAVAHIRQ. The MHC is DRB1_0101 with pseudo-sequence DRB1_0101. The binding affinity (normalized) is 0.593.